Dataset: Catalyst prediction with 721,799 reactions and 888 catalyst types from USPTO. Task: Predict which catalyst facilitates the given reaction. (1) The catalyst class is: 16. Reactant: [O:1]=[S:2]1(=[O:28])[CH2:7][CH2:6][CH:5]([CH2:8][C:9]2[C:17]3[C:12](=[C:13]([C:25]([NH2:27])=[O:26])[CH:14]=[C:15]([C:18]4[CH:22]=[C:21]([CH:23]=O)[S:20][CH:19]=4)[CH:16]=3)[NH:11][CH:10]=2)[CH2:4][CH2:3]1.[NH:29]1[CH2:35][CH2:34][CH2:33][CH2:32][CH2:31][CH2:30]1.C(O)(=O)C.C(O[BH-](OC(=O)C)OC(=O)C)(=O)C. Product: [O:28]=[S:2]1(=[O:1])[CH2:3][CH2:4][CH:5]([CH2:8][C:9]2[C:17]3[C:12](=[C:13]([C:25]([NH2:27])=[O:26])[CH:14]=[C:15]([C:18]4[CH:22]=[C:21]([CH2:23][N:29]5[CH2:35][CH2:34][CH2:33][CH2:32][CH2:31][CH2:30]5)[S:20][CH:19]=4)[CH:16]=3)[NH:11][CH:10]=2)[CH2:6][CH2:7]1. (2) Reactant: [OH:1][CH2:2][C:3]1[CH:8]=[C:7]([CH3:9])[CH:6]=[C:5]([N:10]=[N:11][C:12]2[CH:17]=[CH:16][C:15]([C:18]([F:21])([F:20])[F:19])=[CH:14][C:13]=2[N+:22]([O-])=O)[C:4]=1[OH:25].[OH-].[Na+].C(S(O)=O)(N)=N.Cl. Product: [OH:1][CH2:2][C:3]1[CH:8]=[C:7]([CH3:9])[CH:6]=[C:5]([N:10]2[N:11]=[C:12]3[CH:17]=[CH:16][C:15]([C:18]([F:21])([F:20])[F:19])=[CH:14][C:13]3=[N:22]2)[C:4]=1[OH:25]. The catalyst class is: 97. (3) Reactant: [N:1]1[CH:6]=[CH:5][CH:4]=[CH:3][C:2]=1[C:7](=[S:9])[NH2:8].Cl[CH:11]([C:16](=O)[CH3:17])[C:12]([O:14][CH3:15])=[O:13]. Product: [CH3:17][C:16]1[N:8]=[C:7]([C:2]2[CH:3]=[CH:4][CH:5]=[CH:6][N:1]=2)[S:9][C:11]=1[C:12]([O:14][CH3:15])=[O:13]. The catalyst class is: 8. (4) Reactant: C([O:5][C:6](=[O:19])[C:7]([S:10][C:11]1[S:12][CH:13]=[C:14]([CH2:16][CH2:17][NH2:18])[N:15]=1)([CH3:9])[CH3:8])(C)(C)C.F[C:21]1[CH:22]=[C:23]([C:29]#[N:30])[C:24](=[CH:27][CH:28]=1)[C:25]#[N:26].F[C:32](F)(F)[C:33](O)=O. Product: [C:29]([C:23]1[CH:22]=[C:21]([N:18]([CH2:27][CH2:28][CH2:21][CH2:22][CH2:23][CH2:32][CH3:33])[CH2:17][CH2:16][C:14]2[N:15]=[C:11]([S:10][C:7]([CH3:8])([CH3:9])[C:6]([OH:5])=[O:19])[S:12][CH:13]=2)[CH:28]=[CH:27][C:24]=1[C:25]#[N:26])#[N:30]. The catalyst class is: 4. (5) Reactant: [Br:1][C:2]1[C:3](F)=[C:4]2[C:10]([NH:11][C:12]([C:14]3[N:19]=[CH:18][CH:17]=[CH:16][N:15]=3)=[O:13])=[CH:9][NH:8][C:5]2=[N:6][CH:7]=1.[NH:21]1[CH2:26][CH2:25][CH2:24][C@@H:23]([NH:27][C:28](=[O:34])[O:29][C:30]([CH3:33])([CH3:32])[CH3:31])[CH2:22]1. Product: [Br:1][C:2]1[C:3]([N:21]2[CH2:26][CH2:25][CH2:24][C@@H:23]([NH:27][C:28](=[O:34])[O:29][C:30]([CH3:32])([CH3:31])[CH3:33])[CH2:22]2)=[C:4]2[C:10]([NH:11][C:12]([C:14]3[N:19]=[CH:18][CH:17]=[CH:16][N:15]=3)=[O:13])=[CH:9][NH:8][C:5]2=[N:6][CH:7]=1. The catalyst class is: 114. (6) Reactant: [F:1][C:2]([F:12])([F:11])[C:3]1[CH:10]=[CH:9][C:6]([CH2:7][NH2:8])=[CH:5][CH:4]=1.ClC(Cl)(O[C:17](=[O:23])OC(Cl)(Cl)Cl)Cl.[N-:25]=[C:26]=O.CO.[CH3:30][N:31]([CH:33]=[O:34])C. Product: [F:1][C:2]([F:11])([F:12])[C:3]1[CH:10]=[CH:9][C:6]([CH2:7][NH:8][C:33]([NH:31][C:30]2[C:26]3[NH:25][C:17](=[O:23])[NH:8][C:7]=3[CH:6]=[CH:5][CH:4]=2)=[O:34])=[CH:5][CH:4]=1. The catalyst class is: 25. (7) Reactant: [OH:1][C:2]1[CH:13]=[CH:12][C:5]2[C:6](=[O:11])[NH:7][CH2:8][CH2:9][CH2:10][C:4]=2[CH:3]=1.[H-].[Na+].[F:16][C:17]([F:36])([F:35])[S:18](N(C1C=CC=CC=1)[S:18]([C:17]([F:36])([F:35])[F:16])(=[O:20])=[O:19])(=[O:20])=[O:19]. Product: [F:16][C:17]([F:36])([F:35])[S:18]([O:1][C:2]1[CH:13]=[CH:12][C:5]2[C:6](=[O:11])[NH:7][CH2:8][CH2:9][CH2:10][C:4]=2[CH:3]=1)(=[O:20])=[O:19]. The catalyst class is: 1. (8) Reactant: [Br:1][C:2]1[CH:13]=[CH:12][C:5]([CH2:6][CH:7]2[CH2:11][CH2:10][CH2:9][NH:8]2)=[CH:4][CH:3]=1.C(N(CC)C(C)C)(C)C.[C:23](O[C:23]([O:25][C:26]([CH3:29])([CH3:28])[CH3:27])=[O:24])([O:25][C:26]([CH3:29])([CH3:28])[CH3:27])=[O:24]. Product: [C:26]([O:25][C:23]([N:8]1[CH2:9][CH2:10][CH2:11][CH:7]1[CH2:6][C:5]1[CH:12]=[CH:13][C:2]([Br:1])=[CH:3][CH:4]=1)=[O:24])([CH3:29])([CH3:28])[CH3:27]. The catalyst class is: 417. (9) Reactant: Cl[CH2:2][CH2:3][CH2:4][S:5]([O:8][CH2:9][C:10]([CH3:32])([CH3:31])[C@@H:11]([O:23][CH2:24][C:25]1[CH:30]=[CH:29][CH:28]=[CH:27][CH:26]=1)[C:12]([O:14][CH2:15][CH2:16][O:17][C:18]([O:20][CH2:21][CH3:22])=[O:19])=[O:13])(=[O:7])=[O:6].CC(C)([C@@H](OCC1C=CC=CC=1)C=C)CO.[N-:49]=[N+:50]=[N-:51].[Na+]. Product: [N:49]([CH2:2][CH2:3][CH2:4][S:5]([O:8][CH2:9][C:10]([CH3:32])([CH3:31])[C@@H:11]([O:23][CH2:24][C:25]1[CH:30]=[CH:29][CH:28]=[CH:27][CH:26]=1)[C:12]([O:14][CH2:15][CH2:16][O:17][C:18]([O:20][CH2:21][CH3:22])=[O:19])=[O:13])(=[O:7])=[O:6])=[N+:50]=[N-:51]. The catalyst class is: 16.